The task is: Predict which catalyst facilitates the given reaction.. This data is from Catalyst prediction with 721,799 reactions and 888 catalyst types from USPTO. (1) Reactant: [S:1]1[CH:5]=[CH:4][CH:3]=[C:2]1[C:6]#[C:7][CH2:8][S:9][CH2:10][CH2:11][OH:12].C(N(CC)CC)C.[CH3:20][S:21](Cl)(=[O:23])=[O:22]. Product: [CH3:20][S:21]([O:12][CH2:11][CH2:10][S:9][CH2:8][C:7]#[C:6][C:2]1[S:1][CH:5]=[CH:4][CH:3]=1)(=[O:23])=[O:22]. The catalyst class is: 27. (2) Reactant: [F:1][C:2]1[CH:7]=[CH:6][C:5]([F:8])=[CH:4][C:3]=1[OH:9].[H-].[Na+].Br[C:13]1[O:17][C:16]([CH:18]=[O:19])=[CH:15][CH:14]=1.O. Product: [F:1][C:2]1[CH:7]=[CH:6][C:5]([F:8])=[CH:4][C:3]=1[O:9][C:13]1[O:17][C:16]([CH:18]=[O:19])=[CH:15][CH:14]=1. The catalyst class is: 9. (3) Reactant: CC(OI1(OC(C)=O)(OC(C)=O)OC(=O)C2C=CC=CC1=2)=O.[C:23]([O:27][C:28]([N:30]1[CH2:34][C@@H:33]([OH:35])[C@H:32]([F:36])[CH2:31]1)=[O:29])([CH3:26])([CH3:25])[CH3:24]. Product: [C:23]([O:27][C:28]([N:30]1[CH2:34][C:33](=[O:35])[CH:32]([F:36])[CH2:31]1)=[O:29])([CH3:26])([CH3:24])[CH3:25]. The catalyst class is: 4. (4) Reactant: I([O-])(=O)(=O)=O.[Na+].[OH:7][CH:8]([C:11]1[CH:20]=[CH:19][C:18]2[C:13](=[C:14]([N:21]3[CH2:26][CH2:25][CH:24]([CH2:27][NH:28][C:29](=[O:35])[O:30][C:31]([CH3:34])([CH3:33])[CH3:32])[CH2:23][CH2:22]3)[CH:15]=[CH:16][CH:17]=2)[N:12]=1)CO. Product: [CH:8]([C:11]1[CH:20]=[CH:19][C:18]2[C:13](=[C:14]([N:21]3[CH2:26][CH2:25][CH:24]([CH2:27][NH:28][C:29](=[O:35])[O:30][C:31]([CH3:33])([CH3:32])[CH3:34])[CH2:23][CH2:22]3)[CH:15]=[CH:16][CH:17]=2)[N:12]=1)=[O:7]. The catalyst class is: 2. (5) Reactant: [CH2:1]([O:3][C:4]([C:6]1[CH:7]=[CH:8][C:9]([F:16])=[C:10]2[O:14][CH:13](O)[CH2:12][C:11]=12)=[O:5])[CH3:2].C(OC(C1C=CC(F)=C2OC(OC)CC=12)=O)C.CC1C=CC(S(O)(=O)=O)=CC=1. Product: [CH2:1]([O:3][C:4]([C:6]1[CH:7]=[CH:8][C:9]([F:16])=[C:10]2[O:14][CH:13]=[CH:12][C:11]=12)=[O:5])[CH3:2]. The catalyst class is: 11. (6) Reactant: [OH:1][C@H:2]1[CH2:10][C:9]2[C:4](=[CH:5][CH:6]=[CH:7][CH:8]=2)[C@@H:3]1[N:11]1[CH2:16][CH2:15][CH2:14][C@@H:13]([NH:17]C(=O)OC(C)(C)C)[CH2:12]1.[Cl:25][C:26]1[CH:27]=[C:28]([CH:31]=[CH:32][C:33]=1O)[C:29]#[N:30].C1C=CC(P(C2C=CC=CC=2)C2C=CC=CC=2)=CC=1.N(C(OC(C)C)=O)=NC(OC(C)C)=O. Product: [NH2:17][C@@H:13]1[CH2:14][CH2:15][CH2:16][N:11]([C@@H:3]2[CH2:4][C:9]3[C:10](=[CH:5][CH:6]=[CH:7][CH:8]=3)[C@H:2]2[O:1][C:33]2[CH:32]=[CH:31][C:28]([C:29]#[N:30])=[CH:27][C:26]=2[Cl:25])[CH2:12]1. The catalyst class is: 1.